From a dataset of Forward reaction prediction with 1.9M reactions from USPTO patents (1976-2016). Predict the product of the given reaction. (1) Given the reactants [F:1][C:2]([F:35])([F:34])[C:3]1[CH:4]=[C:5]([CH:27]=[C:28]([C:30]([F:33])([F:32])[F:31])[CH:29]=1)[CH2:6][N:7]([C:20]1[N:25]=[CH:24][C:23](Br)=[CH:22][N:21]=1)[CH2:8][C:9]1[CH:14]=[C:13]([C:15]([F:18])([F:17])[F:16])[CH:12]=[CH:11][C:10]=1[F:19].C(P(C(C)(C)C)C1C=CC=CC=1C1C=CC=CC=1)(C)(C)C.CC(C)([O-])C.[Na+].[NH:63]1[CH2:68][CH2:67][O:66][CH2:65][CH2:64]1.C(=O)(O)[O-].[Na+], predict the reaction product. The product is: [F:1][C:2]([F:35])([F:34])[C:3]1[CH:4]=[C:5]([CH:27]=[C:28]([C:30]([F:33])([F:32])[F:31])[CH:29]=1)[CH2:6][N:7]([CH2:8][C:9]1[CH:14]=[C:13]([C:15]([F:18])([F:17])[F:16])[CH:12]=[CH:11][C:10]=1[F:19])[C:20]1[N:25]=[CH:24][C:23]([N:63]2[CH2:68][CH2:67][O:66][CH2:65][CH2:64]2)=[CH:22][N:21]=1. (2) The product is: [Cl:1][C:2]1[CH:8]=[CH:7][C:5]([NH:6][C:24]([C:22]2[CH:21]=[CH:20][C:19]3[S:15][N:16]=[N:17][C:18]=3[CH:23]=2)=[O:25])=[CH:4][C:3]=1[C:9]1[CH:14]=[CH:13][CH:12]=[CH:11][N:10]=1. Given the reactants [Cl:1][C:2]1[CH:8]=[CH:7][C:5]([NH2:6])=[CH:4][C:3]=1[C:9]1[CH:14]=[CH:13][CH:12]=[CH:11][N:10]=1.[S:15]1[C:19]2[CH:20]=[CH:21][C:22]([C:24](O)=[O:25])=[CH:23][C:18]=2[N:17]=[N:16]1, predict the reaction product. (3) Given the reactants Br[C:2]1[CH:7]=[CH:6][C:5]([Br:8])=[CH:4][N:3]=1.[O:9]1[CH:13]=[CH:12][CH:11]=[C:10]1[CH2:14][OH:15], predict the reaction product. The product is: [Br:8][C:5]1[CH:6]=[CH:7][C:2]([O:15][CH2:14][C:10]2[O:9][CH:13]=[CH:12][CH:11]=2)=[N:3][CH:4]=1. (4) The product is: [CH3:1][C:2]1[NH:3][C:4]2[CH:10]=[C:9]([C:11]3[O:22][C:15]([C:16]4[CH:17]=[CH:18][CH:19]=[CH:20][CH:21]=4)=[CH:14][N:13]=3)[CH:8]=[CH:7][C:5]=2[N:6]=1. Given the reactants [CH3:1][C:2]1[NH:3][C:4]2[CH:10]=[C:9]([C:11]([NH:13][CH2:14][C:15](=[O:22])[C:16]3[CH:21]=[CH:20][CH:19]=[CH:18][CH:17]=3)=O)[CH:8]=[CH:7][C:5]=2[N:6]=1, predict the reaction product. (5) Given the reactants Cl.[NH2:2][CH2:3][C:4]1[CH:5]=[CH:6][C:7]2[S:11][C:10]([C:12]([O:14]CC)=O)=[CH:9][C:8]=2[CH:17]=1.[C:18]1([CH2:24][C:25](Cl)=[O:26])[CH:23]=[CH:22][CH:21]=[CH:20][CH:19]=1.CCN(CC)CC.[Li+].[OH-].C(Cl)CCl.[CH:41]1[CH:42]=[CH:43][C:44]2[N:49](O)N=[N:47][C:45]=2[CH:46]=1.C1(N)C=CC=CC=1N, predict the reaction product. The product is: [NH2:47][C:45]1[CH:46]=[CH:41][CH:42]=[CH:43][C:44]=1[NH:49][C:12]([C:10]1[S:11][C:7]2[CH:6]=[CH:5][C:4]([CH2:3][NH:2][C:25](=[O:26])[CH2:24][C:18]3[CH:23]=[CH:22][CH:21]=[CH:20][CH:19]=3)=[CH:17][C:8]=2[CH:9]=1)=[O:14]. (6) The product is: [Cl:69][C:70]1[CH:75]=[CH:74][CH:73]=[CH:72][C:71]=1[C:31]1[C:32]([C:33]([O:35][CH3:36])=[O:34])=[CH:37][C:38]([C:41]2[CH:42]=[CH:43][C:44]3[O:48][C:47]([C:49]4[CH:50]=[CH:51][C:52]([F:55])=[CH:53][CH:54]=4)=[C:46]([C:56](=[O:59])[NH:57][CH3:58])[C:45]=3[CH:60]=2)=[CH:39][CH:40]=1. Given the reactants C1(P(C2CCCCC2)C2C=CC=CC=2C2C(OC)=CC=CC=2OC)CCCCC1.Cl[C:31]1[CH:40]=[CH:39][C:38]([C:41]2[CH:42]=[CH:43][C:44]3[O:48][C:47]([C:49]4[CH:54]=[CH:53][C:52]([F:55])=[CH:51][CH:50]=4)=[C:46]([C:56](=[O:59])[NH:57][CH3:58])[C:45]=3[CH:60]=2)=[CH:37][C:32]=1[C:33]([O:35][CH3:36])=[O:34].P([O-])([O-])([O-])=O.[K+].[K+].[K+].[Cl:69][C:70]1[CH:75]=[CH:74][CH:73]=[CH:72][C:71]=1B(O)O, predict the reaction product. (7) Given the reactants C(N(CC)CC)C.[CH3:8][S:9](Cl)(=[O:11])=[O:10].C(Cl)(Cl)Cl.[CH3:17][N:18]1[CH2:23][CH2:22][CH:21]([C:24]2[CH:29]=[CH:28][CH:27]=[CH:26][C:25]=2[CH3:30])[CH:20]([CH2:31][OH:32])[CH2:19]1, predict the reaction product. The product is: [CH3:8][S:9]([O:32][CH2:31][CH:20]1[CH:21]([C:24]2[CH:29]=[CH:28][CH:27]=[CH:26][C:25]=2[CH3:30])[CH2:22][CH2:23][N:18]([CH3:17])[CH2:19]1)(=[O:11])=[O:10].